This data is from Reaction yield outcomes from USPTO patents with 853,638 reactions. The task is: Predict the reaction yield, written as a fraction of the theoretical maximum amount of product (1.0 means a 100% yield; for example, 0.34 means a 34% yield). The yield is 0.340. The reactants are [Br:1][C:2]1[CH:3]=[C:4]([C:8]2([C:16]3[CH:21]=[CH:20][CH:19]=[C:18]([OH:22])[CH:17]=3)[NH:12][C:11](=[S:13])[N:10]([CH3:14])[C:9]2=[O:15])[CH:5]=[CH:6][CH:7]=1.[N:23]1([S:29](Cl)(=[O:31])=[O:30])[CH2:28][CH2:27][O:26][CH2:25][CH2:24]1. No catalyst specified. The product is [N:23]1([S:29]([O:22][C:18]2[CH:19]=[CH:20][CH:21]=[C:16]([C:8]3([C:4]4[CH:5]=[CH:6][CH:7]=[C:2]([Br:1])[CH:3]=4)[C:9](=[O:15])[N:10]([CH3:14])[C:11](=[S:13])[NH:12]3)[CH:17]=2)(=[O:31])=[O:30])[CH2:28][CH2:27][O:26][CH2:25][CH2:24]1.